From a dataset of Reaction yield outcomes from USPTO patents with 853,638 reactions. Predict the reaction yield, written as a fraction of the theoretical maximum amount of product (1.0 means a 100% yield; for example, 0.34 means a 34% yield). (1) The reactants are [CH3:1][C:2]1[C:6]([CH:7]([OH:23])[C:8]2[O:9][C:10]3[CH:16]=[CH:15][C:14]([C:17]([CH3:22])([CH3:21])[C:18]([OH:20])=O)=[CH:13][C:11]=3[CH:12]=2)=[C:5]([CH3:24])[O:4][N:3]=1.C1C=CC2N(O)N=NC=2C=1.C(Cl)CCl.CCN(C(C)C)C(C)C.[Cl:48][C:49]1[CH:54]=[CH:53][C:52]([CH:55]([C:57]2[CH:62]=[CH:61][CH:60]=[CH:59][CH:58]=2)[NH2:56])=[CH:51][CH:50]=1. The catalyst is C(Cl)Cl. The product is [Cl:48][C:49]1[CH:50]=[CH:51][C:52]([CH:55]([C:57]2[CH:58]=[CH:59][CH:60]=[CH:61][CH:62]=2)[NH:56][C:18](=[O:20])[C:17]([C:14]2[CH:15]=[CH:16][C:10]3[O:9][C:8]([CH:7]([C:6]4[C:2]([CH3:1])=[N:3][O:4][C:5]=4[CH3:24])[OH:23])=[CH:12][C:11]=3[CH:13]=2)([CH3:22])[CH3:21])=[CH:53][CH:54]=1. The yield is 0.210. (2) The reactants are [CH2:1]([O:8][C@H:9]1[C@H:16]([O:17][CH2:18][C:19]2[CH:24]=[CH:23][CH:22]=[CH:21][CH:20]=2)[C@@H:15]([CH2:25][O:26][CH2:27][C:28]2[CH:33]=[CH:32][C:31]([Cl:34])=[CH:30][CH:29]=2)[O:14][C@@H:11]([O:12][CH3:13])[C@@H:10]1[OH:35])[C:2]1[CH:7]=[CH:6][CH:5]=[CH:4][CH:3]=1.[C:36](Cl)(=[O:43])[C:37]1[CH:42]=[CH:41][CH:40]=[CH:39][CH:38]=1. The catalyst is C(Cl)Cl.CN(C1C=CN=CC=1)C. The product is [C:36]([O:35][C@@H:10]1[C@@H:9]([O:8][CH2:1][C:2]2[CH:7]=[CH:6][CH:5]=[CH:4][CH:3]=2)[C@H:16]([O:17][CH2:18][C:19]2[CH:24]=[CH:23][CH:22]=[CH:21][CH:20]=2)[C@@H:15]([CH2:25][O:26][CH2:27][C:28]2[CH:29]=[CH:30][C:31]([Cl:34])=[CH:32][CH:33]=2)[O:14][C@H:11]1[O:12][CH3:13])(=[O:43])[C:37]1[CH:42]=[CH:41][CH:40]=[CH:39][CH:38]=1. The yield is 0.840. (3) The reactants are [CH2:1]([O:3][C:4](=[O:13])[CH2:5][CH:6]([CH2:11]Br)[CH2:7][CH:8]([CH3:10])[CH3:9])[CH3:2].[P:14]([O:21]CC)([O:18][CH2:19][CH3:20])[O:15][CH2:16][CH3:17]. No catalyst specified. The product is [CH2:1]([O:3][C:4](=[O:13])[CH2:5][CH:6]([CH2:11][P:14]([O:18][CH2:19][CH3:20])([O:15][CH2:16][CH3:17])=[O:21])[CH2:7][CH:8]([CH3:10])[CH3:9])[CH3:2]. The yield is 0.480. (4) The catalyst is CN(C)C=O. The product is [Br:1][C:2]1[CH:10]=[C:9]([N+:11]([O-:13])=[O:12])[C:8]([O:14][CH3:17])=[C:7]2[C:3]=1[CH2:4][CH2:5][C:6]2=[O:15]. The yield is 0.790. The reactants are [Br:1][C:2]1[CH:10]=[C:9]([N+:11]([O-:13])=[O:12])[C:8]([OH:14])=[C:7]2[C:3]=1[CH2:4][CH2:5][C:6]2=[O:15].N12CCCN=C1CCCC[CH2:17]2.IC.C(=O)([O-])O.[Na+]. (5) The reactants are Br[C:2]1[CH:3]=[CH:4][C:5]2[O:14][CH2:13][CH2:12][C:11]3[S:10][C:9]([C:15]4[N:16]([CH:20]([CH3:22])[CH3:21])[N:17]=[CH:18][N:19]=4)=[N:8][C:7]=3[C:6]=2[CH:23]=1.[CH3:24][C:25]1[CH:30]=[CH:29][N:28]=[CH:27][C:26]=1B(O)O. The catalyst is CN(C=O)C. The product is [CH:20]([N:16]1[C:15]([C:9]2[S:10][C:11]3[CH2:12][CH2:13][O:14][C:5]4[CH:4]=[CH:3][C:2]([C:26]5[CH:27]=[N:28][CH:29]=[CH:30][C:25]=5[CH3:24])=[CH:23][C:6]=4[C:7]=3[N:8]=2)=[N:19][CH:18]=[N:17]1)([CH3:22])[CH3:21]. The yield is 0.350. (6) The reactants are [F:1][C:2]1[CH:18]=[CH:17][CH:16]=[CH:15][C:3]=1[CH2:4][NH:5][C:6]1[C:11]([F:12])=[CH:10][N:9]=[C:8](SC)[N:7]=1.O[O:20][S:21]([O-:23])=O.[K+].S(=O)(O)[O-].[Na+].[CH3:30]O. The catalyst is O. The product is [F:1][C:2]1[CH:18]=[CH:17][CH:16]=[CH:15][C:3]=1[CH2:4][NH:5][C:6]1[C:11]([F:12])=[CH:10][N:9]=[C:8]([S:21]([CH3:30])(=[O:23])=[O:20])[N:7]=1. The yield is 0.850. (7) The reactants are [Br:1][C:2]1[CH:10]=[C:9]2[C:5]([CH2:6][C:7]3([CH2:16][CH2:15][C:14](=[O:17])[CH2:13][CH2:12]3)[C:8]2=[O:11])=[CH:4][CH:3]=1.[BH4-].[Na+]. The catalyst is C1COCC1. The product is [Br:1][C:2]1[CH:10]=[C:9]2[C:5]([CH2:6][C:7]3([CH2:16][CH2:15][CH:14]([OH:17])[CH2:13][CH2:12]3)[C:8]2=[O:11])=[CH:4][CH:3]=1. The yield is 0.660.